From a dataset of Forward reaction prediction with 1.9M reactions from USPTO patents (1976-2016). Predict the product of the given reaction. (1) Given the reactants [C:1]([O:5][C:6]([N:8]1[CH2:11][CH:10]([N:12]2[C:16]3[CH:17]=[C:18]([F:21])[CH:19]=[CH:20][C:15]=3[N:14]=[C:13]2[C@@H:22]([NH2:24])[CH3:23])[CH2:9]1)=[O:7])([CH3:4])([CH3:3])[CH3:2].Cl[C:26]1[N:34]=[CH:33][N:32]=[C:31]2[C:27]=1[N:28]=[CH:29][N:30]2C1CCCCO1.CCN(C(C)C)C(C)C, predict the reaction product. The product is: [F:21][C:18]1[CH:19]=[CH:20][C:15]2[N:14]=[C:13]([CH:22]([NH:24][C:26]3[N:34]=[CH:33][N:32]=[C:31]4[C:27]=3[N:28]=[CH:29][NH:30]4)[CH3:23])[N:12]([CH:10]3[CH2:9][N:8]([C:6]([O:5][C:1]([CH3:4])([CH3:2])[CH3:3])=[O:7])[CH2:11]3)[C:16]=2[CH:17]=1. (2) The product is: [F:27][C:11]1[CH:10]=[C:9]([N:5]2[CH2:4][C@H:3]([CH2:2][NH:1][C:30](=[O:31])[CH:29]([Cl:33])[Cl:28])[O:7][C:6]2=[O:8])[CH:14]=[C:13]([F:15])[C:12]=1[N:16]1[CH2:21][CH2:20][CH:19]([N:22]2[N:26]=[N:25][CH:24]=[N:23]2)[CH2:18][CH2:17]1. Given the reactants [NH2:1][CH2:2][C@@H:3]1[O:7][C:6](=[O:8])[N:5]([C:9]2[CH:14]=[C:13]([F:15])[C:12]([N:16]3[CH2:21][CH2:20][CH:19]([N:22]4[N:26]=[N:25][CH:24]=[N:23]4)[CH2:18][CH2:17]3)=[C:11]([F:27])[CH:10]=2)[CH2:4]1.[Cl:28][CH:29]([Cl:33])[C:30](O)=[O:31].C1C=CC2N(O)N=NC=2C=1.CCN=C=NCCCN(C)C.Cl.CN1CCOCC1, predict the reaction product. (3) The product is: [CH3:37][C:31]1[N:32]=[C:33]2[C:28]([C:27]([C:9]3[CH:10]=[C:11]([C:15]4[C:16]([C:21]#[N:22])=[CH:17][CH:18]=[CH:19][CH:20]=4)[CH:12]=[CH:13][CH:14]=3)=[CH:36][CH:35]=[N:34]2)=[CH:29][CH:30]=1. Given the reactants CC1(C)C(C)(C)OB([C:9]2[CH:10]=[C:11]([C:15]3[C:16]([C:21]#[N:22])=[CH:17][CH:18]=[CH:19][CH:20]=3)[CH:12]=[CH:13][CH:14]=2)O1.[F-].[K+].Cl[C:27]1[CH:36]=[CH:35][N:34]=[C:33]2[C:28]=1[CH:29]=[CH:30][C:31]([CH3:37])=[N:32]2, predict the reaction product.